From a dataset of Catalyst prediction with 721,799 reactions and 888 catalyst types from USPTO. Predict which catalyst facilitates the given reaction. (1) Reactant: [S:1]=[C:2]1[NH:7][C:6]2=[CH:8][S:9][CH:10]=[C:5]2[C:4](=[O:11])[N:3]1[C:12]1[CH:17]=[CH:16][C:15]([O:18][CH2:19][C:20]([F:23])([F:22])[F:21])=[CH:14][CH:13]=1.[H-].[Na+].[C:26]([O:30][C:31](=[O:36])[NH:32][CH2:33][CH2:34]Br)([CH3:29])([CH3:28])[CH3:27].[Cl-].[NH4+]. Product: [O:11]=[C:4]1[N:3]([C:12]2[CH:13]=[CH:14][C:15]([O:18][CH2:19][C:20]([F:22])([F:23])[F:21])=[CH:16][CH:17]=2)[C:2]([S:1][CH2:34][CH2:33][NH:32][C:31](=[O:36])[O:30][C:26]([CH3:29])([CH3:28])[CH3:27])=[N:7][C:6]2=[CH:8][S:9][CH:10]=[C:5]12. The catalyst class is: 9. (2) Reactant: [F:1][C:2]1[C:11]([OH:12])=[CH:10][CH:9]=[C:8]([CH3:13])[C:3]=1[C:4]([O:6][CH3:7])=[O:5].Br[CH2:15][C:16]1[CH:21]=[CH:20][CH:19]=[CH:18][CH:17]=1.C(=O)([O-])[O-].[K+].[K+]. Product: [CH2:15]([O:12][C:11]1[C:2]([F:1])=[C:3]([C:8]([CH3:13])=[CH:9][CH:10]=1)[C:4]([O:6][CH3:7])=[O:5])[C:16]1[CH:21]=[CH:20][CH:19]=[CH:18][CH:17]=1. The catalyst class is: 31. (3) Reactant: C([O:3][C:4]([C:6]1[C:7]2[N:8]([N:14]=[C:15]([CH2:17][CH3:18])[CH:16]=2)[C:9]([O:12][CH3:13])=[CH:10][CH:11]=1)=[O:5])C.[OH-].[K+]. Product: [CH2:17]([C:15]1[CH:16]=[C:7]2[C:6]([C:4]([OH:5])=[O:3])=[CH:11][CH:10]=[C:9]([O:12][CH3:13])[N:8]2[N:14]=1)[CH3:18]. The catalyst class is: 5. (4) Reactant: [Br:1][C:2]1[CH:7]=[C:6]([Cl:8])[CH:5]=[CH:4][C:3]=1[S:9][CH2:10][CH:11](OCC)OCC. Product: [Br:1][C:2]1[C:3]2[S:9][CH:10]=[CH:11][C:4]=2[CH:5]=[C:6]([Cl:8])[CH:7]=1. The catalyst class is: 159. (5) Reactant: [C:1]1([NH:7][C:8]([N:10]2[CH2:15][CH2:14][N:13]([CH2:16][C:17]3[CH:22]=[CH:21][C:20]([Br:23])=[C:19]([Br:24])[CH:18]=3)[CH2:12][CH2:11]2)=[O:9])[CH:6]=[CH:5][CH:4]=[CH:3][CH:2]=1.[H-].[Na+].[CH3:27]I. Product: [CH3:27][N:7]([C:1]1[CH:2]=[CH:3][CH:4]=[CH:5][CH:6]=1)[C:8]([N:10]1[CH2:11][CH2:12][N:13]([CH2:16][C:17]2[CH:22]=[CH:21][C:20]([Br:23])=[C:19]([Br:24])[CH:18]=2)[CH2:14][CH2:15]1)=[O:9]. The catalyst class is: 3. (6) Reactant: C(CCN(C1C=C(C)N=C(N2C=CN=C2)N=1)[CH2:6][C:7]([NH:9][CH2:10][CH2:11][C:12]1[CH:20]=[CH:19][C:15]2[O:16][CH2:17][O:18][C:14]=2[CH:13]=1)=[O:8])#N.N. Product: [O:16]1[C:15]2[CH:19]=[CH:20][C:12]([CH2:11][CH2:10][NH:9][C:7](=[O:8])[CH3:6])=[CH:13][C:14]=2[O:18][CH2:17]1. The catalyst class is: 94.